This data is from Full USPTO retrosynthesis dataset with 1.9M reactions from patents (1976-2016). The task is: Predict the reactants needed to synthesize the given product. Given the product [CH2:1]([NH:5][C:6]1[N:14]=[C:13]2[C:9]([N:10]=[C:11]([O:25][CH3:26])[N:12]2[CH2:15][CH2:16][CH2:17][N:18]2[CH2:19][CH2:20][N:21]([CH:24]3[CH2:53][CH2:54][CH2:49][CH2:50][CH2:51]3)[CH2:22][CH2:23]2)=[C:8]([NH2:27])[N:7]=1)[CH2:2][CH2:3][CH3:4], predict the reactants needed to synthesize it. The reactants are: [CH2:1]([NH:5][C:6]1[N:14]=[C:13]2[C:9]([N:10]=[C:11]([O:25][CH3:26])[N:12]2[CH2:15][CH2:16][CH2:17][N:18]2[CH2:23][CH2:22][N:21]([CH3:24])[CH2:20][CH2:19]2)=[C:8]([NH2:27])[N:7]=1)[CH2:2][CH2:3][CH3:4].C(NC1N=C2C(N=C(OC)N2CCCCl)=C(N)N=1)CCC.[CH:49]1(N2CCNCC2)[CH2:54][CH2:53]C[CH2:51][CH2:50]1.